Dataset: Forward reaction prediction with 1.9M reactions from USPTO patents (1976-2016). Task: Predict the product of the given reaction. (1) Given the reactants C([NH:4][C:5]1[CH:10]=[C:9]([C:11]2[CH:16]=[CH:15][C:14]([Br:17])=[C:13]([F:18])[CH:12]=2)[N:8]=[C:7]([C:19]([O:21][CH3:22])=[O:20])[C:6]=1[Cl:23])(=O)C.C(Cl)(=O)C, predict the reaction product. The product is: [NH2:4][C:5]1[CH:10]=[C:9]([C:11]2[CH:16]=[CH:15][C:14]([Br:17])=[C:13]([F:18])[CH:12]=2)[N:8]=[C:7]([C:19]([O:21][CH3:22])=[O:20])[C:6]=1[Cl:23]. (2) Given the reactants [C:1](#[N:4])[CH:2]=[CH2:3].[NH2:5][CH:6]1[CH2:11][CH2:10][N:9]([CH2:12][C:13]2[CH:14]=[CH:15][N:16]3[C:21]=2[C:20]([NH:22][C:23]2[CH:24]=[C:25]4[C:29](=[CH:30][CH:31]=2)[N:28]([CH2:32][C:33]2[CH:38]=[CH:37][CH:36]=[C:35]([F:39])[CH:34]=2)[N:27]=[CH:26]4)=[N:19][CH:18]=[N:17]3)[CH2:8][CH2:7]1, predict the reaction product. The product is: [F:39][C:35]1[CH:34]=[C:33]([CH:38]=[CH:37][CH:36]=1)[CH2:32][N:28]1[C:29]2[C:25](=[CH:24][C:23]([NH:22][C:20]3[C:21]4=[C:13]([CH2:12][N:9]5[CH2:8][CH2:7][CH:6]([NH:5][CH2:3][CH2:2][C:1]#[N:4])[CH2:11][CH2:10]5)[CH:14]=[CH:15][N:16]4[N:17]=[CH:18][N:19]=3)=[CH:31][CH:30]=2)[CH:26]=[N:27]1.